Task: Predict which catalyst facilitates the given reaction.. Dataset: Catalyst prediction with 721,799 reactions and 888 catalyst types from USPTO (1) Reactant: [H-].[Na+].[CH3:3][O:4][C:5]1[CH:25]=[CH:24][C:8]([C:9]([CH:11]2[CH2:16][CH2:15][N:14]([CH:17]3[CH2:22][CH2:21][CH2:20][NH:19][C:18]3=[O:23])[CH2:13][CH2:12]2)=[O:10])=[CH:7][CH:6]=1.Cl[CH2:27][C:28]1[NH:29][C:30](=[O:38])[C:31]2[CH2:37][O:36][CH2:35][CH2:34][C:32]=2[N:33]=1. Product: [CH3:3][O:4][C:5]1[CH:6]=[CH:7][C:8]([C:9]([CH:11]2[CH2:16][CH2:15][N:14]([CH:17]3[CH2:22][CH2:21][CH2:20][N:19]([CH2:27][C:28]4[NH:29][C:30](=[O:38])[C:31]5[CH2:37][O:36][CH2:35][CH2:34][C:32]=5[N:33]=4)[C:18]3=[O:23])[CH2:13][CH2:12]2)=[O:10])=[CH:24][CH:25]=1. The catalyst class is: 1. (2) Reactant: [Br:1][C:2]1[CH:9]=[CH:8][C:5]([CH:6]=[O:7])=[CH:4][N:3]=1.[BH4-].[Na+]. Product: [Br:1][C:2]1[N:3]=[CH:4][C:5]([CH2:6][OH:7])=[CH:8][CH:9]=1. The catalyst class is: 5. (3) Reactant: [I:1][C:2]1[CH:10]=[CH:9][C:5]([C:6]([OH:8])=O)=[CH:4][CH:3]=1.C(N1C=CN=C1)(N1C=CN=C1)=O.[N:23]1([C:29]([O:31][C:32]([CH3:35])([CH3:34])[CH3:33])=[O:30])[CH2:28][CH2:27][NH:26][CH2:25][CH2:24]1. Product: [I:1][C:2]1[CH:3]=[CH:4][C:5]([C:6]([N:26]2[CH2:25][CH2:24][N:23]([C:29]([O:31][C:32]([CH3:35])([CH3:34])[CH3:33])=[O:30])[CH2:28][CH2:27]2)=[O:8])=[CH:9][CH:10]=1. The catalyst class is: 54. (4) Reactant: [CH3:1][CH:2]1[CH2:10][C:9]2[C:4](=[C:5]([CH3:12])[CH:6]=[CH:7][C:8]=2[CH3:11])[C:3]1=[O:13].[BH4-].[Na+].CC(C)=O.[BH4-]. Product: [CH3:1][CH:2]1[CH2:10][C:9]2[C:4](=[C:5]([CH3:12])[CH:6]=[CH:7][C:8]=2[CH3:11])[CH:3]1[OH:13]. The catalyst class is: 14. (5) Reactant: [OH:1][C:2]1[CH:9]=[CH:8][C:7]([OH:10])=[CH:6][C:3]=1[CH:4]=[O:5].[Br:11]Br.[NH4+].[Cl-]. Product: [Br:11][C:6]1[C:7]([OH:10])=[CH:8][CH:9]=[C:2]([OH:1])[C:3]=1[CH:4]=[O:5]. The catalyst class is: 22. (6) Reactant: [N:1]1([C:6]2[CH:13]=[CH:12][CH:11]=[CH:10][C:7]=2[C:8]#[N:9])[CH:5]=[CH:4][N:3]=[CH:2]1.N. Product: [N:1]1([C:6]2[CH:13]=[CH:12][CH:11]=[CH:10][C:7]=2[CH2:8][NH2:9])[CH:5]=[CH:4][N:3]=[CH:2]1. The catalyst class is: 171.